This data is from Forward reaction prediction with 1.9M reactions from USPTO patents (1976-2016). The task is: Predict the product of the given reaction. (1) Given the reactants [Cl:1][C:2]1[CH:7]=[C:6]([Cl:8])[N:5]=[C:4]([NH2:9])[CH:3]=1.C[Si]([N-][Si](C)(C)C)(C)C.[Na+].[CH3:20][C:21]([O:24][C:25](O[C:25]([O:24][C:21]([CH3:23])([CH3:22])[CH3:20])=[O:26])=[O:26])([CH3:23])[CH3:22], predict the reaction product. The product is: [Cl:1][C:2]1[CH:7]=[C:6]([Cl:8])[N:5]=[C:4]([NH:9][C:25](=[O:26])[O:24][C:21]([CH3:23])([CH3:22])[CH3:20])[CH:3]=1. (2) Given the reactants [CH3:1][N:2]1[CH:11]=[C:10](B2OC(C)(C)C(C)(C)O2)[C:9]2[C:4](=[CH:5][CH:6]=[CH:7][CH:8]=2)[C:3]1=[O:21].Br[C:23]1[CH:28]=[C:27]([S:29]([CH3:32])(=[O:31])=[O:30])[CH:26]=[CH:25][C:24]=1[O:33][CH2:34][CH:35]1[CH2:37][CH2:36]1.[O-]P([O-])([O-])=O.[K+].[K+].[K+], predict the reaction product. The product is: [CH:35]1([CH2:34][O:33][C:24]2[CH:23]=[CH:28][C:27]([S:29]([CH3:32])(=[O:31])=[O:30])=[CH:26][C:25]=2[C:10]2[C:9]3[C:4](=[CH:5][CH:6]=[CH:7][CH:8]=3)[C:3](=[O:21])[N:2]([CH3:1])[CH:11]=2)[CH2:36][CH2:37]1. (3) Given the reactants [CH:1]1([C:5]([C:7]2[CH:8]=[N:9][C:10]3[C:15]([C:16]=2Cl)=[N:14][C:13]([Cl:18])=[CH:12][CH:11]=3)=[O:6])[CH2:4][CH2:3][CH2:2]1.[CH3:19][N:20]([CH2:22][C@H:23]1[CH2:28][CH2:27][C@H:26]([NH2:29])[CH2:25][CH2:24]1)[CH3:21], predict the reaction product. The product is: [Cl:18][C:13]1[N:14]=[C:15]2[C:10](=[CH:11][CH:12]=1)[N:9]=[CH:8][C:7]([C:5]([CH:1]1[CH2:4][CH2:3][CH2:2]1)=[O:6])=[C:16]2[NH:29][CH:26]1[CH2:27][CH2:28][CH:23]([CH2:22][N:20]([CH3:21])[CH3:19])[CH2:24][CH2:25]1. (4) Given the reactants [CH3:1][O:2][C:3]1[N:8]=[CH:7][C:6]([CH:9]=[CH:10][CH2:11][NH:12][C:13](=[O:21])[C:14]2[CH:19]=[CH:18][CH:17]=[CH:16][C:15]=2I)=[CH:5][CH:4]=1.C(N(CC)CC)C, predict the reaction product. The product is: [CH3:1][O:2][C:3]1[N:8]=[CH:7][C:6]([CH2:9][C:10]2[C:19]3[C:14](=[CH:15][CH:16]=[CH:17][CH:18]=3)[C:13](=[O:21])[NH:12][CH:11]=2)=[CH:5][CH:4]=1. (5) Given the reactants CO[C:3]([CH:5]1[CH2:10][CH2:9][CH:8]=[CH:7][CH:6]1[NH:11][CH2:12][C:13]1[CH:18]=[CH:17][C:16]([F:19])=[CH:15][CH:14]=1)=[O:4].[CH3:20][S:21]([NH:24][C:25]1[CH:40]=[CH:39][C:28]2[NH:29][C:30]([CH2:35][C:36](O)=[O:37])=[N:31][S:32](=[O:34])(=[O:33])[C:27]=2[CH:26]=1)(=[O:23])=[O:22].CN1CCOCC1.Cl.CN(C)CCCN=C=NCC.[O-]CC.[Na+].Cl, predict the reaction product. The product is: [F:19][C:16]1[CH:15]=[CH:14][C:13]([CH2:12][N:11]2[CH:6]3[CH:5]([CH2:10][CH2:9][CH:8]=[CH:7]3)[C:3]([OH:4])=[C:35]([C:30]3[NH:29][C:28]4[CH:39]=[CH:40][C:25]([NH:24][S:21]([CH3:20])(=[O:23])=[O:22])=[CH:26][C:27]=4[S:32](=[O:33])(=[O:34])[N:31]=3)[C:36]2=[O:37])=[CH:18][CH:17]=1.